This data is from Aqueous solubility values for 9,982 compounds from the AqSolDB database. The task is: Regression/Classification. Given a drug SMILES string, predict its absorption, distribution, metabolism, or excretion properties. Task type varies by dataset: regression for continuous measurements (e.g., permeability, clearance, half-life) or binary classification for categorical outcomes (e.g., BBB penetration, CYP inhibition). For this dataset (solubility_aqsoldb), we predict Y. (1) The Y is -8.59 log mol/L. The molecule is Clc1cc(-c2c(Cl)ccc(Cl)c2Cl)c(Cl)c(Cl)c1Cl. (2) The compound is CCC(C#N)CC#N. The Y is -0.692 log mol/L. (3) The molecule is CCC(=O)O[C@](Cc1ccccc1)(c1ccccc1)[C@H](C)CN(C)C. The Y is -5.01 log mol/L. (4) The compound is C=CC(=O)OC1C=CC2C3CCC(C3)C12. The Y is -3.71 log mol/L. (5) The drug is CC(C)(CCC(C)(C)CC(=O)O)CC(=O)O. The Y is -3.13 log mol/L. (6) The drug is CC(=O)Nc1ccc(F)cc1C. The Y is -1.36 log mol/L. (7) The molecule is CC(=O)CC(=O)Nc1ccc(C)cc1C. The Y is -1.99 log mol/L. (8) The compound is CCc1cccc2ccccc12. The Y is -4.16 log mol/L.